This data is from Full USPTO retrosynthesis dataset with 1.9M reactions from patents (1976-2016). The task is: Predict the reactants needed to synthesize the given product. (1) Given the product [OH:25][CH2:24][CH2:23][CH2:22][CH2:21][CH2:20][C:7]1[C:6]2[CH:26]=[CH:27][C:3]([OH:2])=[CH:4][C:5]=2[CH2:11][CH2:10][CH2:9][C:8]=1[C:12]1[CH:13]=[CH:14][C:15]([OH:18])=[CH:16][CH:17]=1, predict the reactants needed to synthesize it. The reactants are: C[O:2][C:3]1[CH:27]=[CH:26][C:6]2[C:7]([CH2:20][CH2:21][CH2:22][CH2:23][CH2:24][OH:25])=[C:8]([C:12]3[CH:17]=[CH:16][C:15]([O:18]C)=[CH:14][CH:13]=3)[CH2:9][CH2:10][CH2:11][C:5]=2[CH:4]=1.C[S-].[Na+]. (2) Given the product [CH2:30]([S:27]([N:24]1[CH2:23][CH2:22][CH:21]([C:12]2[C:11]3[C:15](=[C:16]([C:18]([NH2:20])=[O:19])[CH:17]=[C:9]([C:6]4[CH:5]=[C:4]([C@@H:1]([N:36]5[CH2:40][CH2:39][CH2:38][CH2:37]5)[CH3:2])[S:8][CH:7]=4)[CH:10]=3)[NH:14][CH:13]=2)[CH2:26][CH2:25]1)(=[O:29])=[O:28])[CH3:31], predict the reactants needed to synthesize it. The reactants are: [C:1]([C:4]1[S:8][CH:7]=[C:6]([C:9]2[CH:10]=[C:11]3[C:15](=[C:16]([C:18]([NH2:20])=[O:19])[CH:17]=2)[NH:14][CH:13]=[C:12]3[CH:21]2[CH2:26][CH2:25][N:24]([S:27]([CH2:30][CH3:31])(=[O:29])=[O:28])[CH2:23][CH2:22]2)[CH:5]=1)(=O)[CH3:2].C([BH3-])#N.[Na+].[NH:36]1[CH2:40][CH2:39][CH2:38][CH2:37]1. (3) Given the product [CH3:24][C:23]1([CH3:36])[NH:18][C@H:5]([CH2:4][OH:19])[C@@H:6]([C:8]2[CH:9]=[CH:10][C:11]([S:14]([CH3:17])(=[O:15])=[O:16])=[CH:12][CH:13]=2)[O:7]1, predict the reactants needed to synthesize it. The reactants are: C(O[C:4](=[O:19])[C@@H:5]([NH2:18])[C@@H:6]([C:8]1[CH:13]=[CH:12][C:11]([S:14]([CH3:17])(=[O:16])=[O:15])=[CH:10][CH:9]=1)[OH:7])C.[BH4-].[K+].N[C@H:23]([CH2:36]O)[C@@H:24](C1C=CC(S(C)(=O)=O)=CC=1)O.C(=O)([O-])[O-].[K+].[K+]. (4) The reactants are: [F:1][C:2]1[CH:7]=[C:6]([F:8])[CH:5]=[CH:4][C:3]=1[C:9](=[O:23])[CH2:10][C:11]1[CH:12]=[CH:13][C:14]2[N:15]([C:17]([CH:20]([CH3:22])[CH3:21])=[N:18][N:19]=2)[N:16]=1.CO[CH:26](OC)[N:27](C)C.C([O-])(=O)C.[K+].Cl.NO. Given the product [F:1][C:2]1[CH:7]=[C:6]([F:8])[CH:5]=[CH:4][C:3]=1[C:9]1[O:23][N:27]=[CH:26][C:10]=1[C:11]1[CH:12]=[CH:13][C:14]2[N:15]([C:17]([CH:20]([CH3:21])[CH3:22])=[N:18][N:19]=2)[N:16]=1, predict the reactants needed to synthesize it. (5) The reactants are: S(C)C.[C:4]([NH:7][C:8]1[C:18]2[NH:17][C:16](=O)[CH2:15][N:14]3[C:20]4[CH:21]=[C:22]([C:33]([O:35]C)=[O:34])[CH:23]=[CH:24][C:25]=4[C:26]([CH:27]4[CH2:32][CH2:31][CH2:30][CH2:29][CH2:28]4)=[C:13]3[C:12]=2[CH:11]=[CH:10][CH:9]=1)(=O)[CH3:5]. Given the product [CH:27]1([C:26]2[C:25]3[CH:24]=[CH:23][C:22]([C:33]([OH:35])=[O:34])=[CH:21][C:20]=3[N:14]3[C:13]=2[C:12]2[CH:11]=[CH:10][CH:9]=[C:8]4[N:7]=[C:4]([CH3:5])[N:17]([C:18]=24)[CH2:16][CH2:15]3)[CH2:28][CH2:29][CH2:30][CH2:31][CH2:32]1, predict the reactants needed to synthesize it.